From a dataset of Peptide-MHC class I binding affinity with 185,985 pairs from IEDB/IMGT. Regression. Given a peptide amino acid sequence and an MHC pseudo amino acid sequence, predict their binding affinity value. This is MHC class I binding data. (1) The peptide sequence is YRSGIIAVV. The MHC is HLA-A33:01 with pseudo-sequence HLA-A33:01. The binding affinity (normalized) is 0. (2) The peptide sequence is PLLREEVSFR. The MHC is Patr-A0101 with pseudo-sequence Patr-A0101. The binding affinity (normalized) is 0.158.